From a dataset of Reaction yield outcomes from USPTO patents with 853,638 reactions. Predict the reaction yield, written as a fraction of the theoretical maximum amount of product (1.0 means a 100% yield; for example, 0.34 means a 34% yield). The reactants are O[CH2:2][C:3]1[CH:12]=[N:11][C:10]2[N:9]3[CH2:13][CH2:14][CH2:15][C@H:8]3[C:7](=[O:16])[NH:6][C:5]=2[CH:4]=1.[Cl:17][C:18]1[CH:19]=[C:20]([CH:27]=[CH:28][C:29]=1[N:30]1[CH2:35][CH2:34][NH:33][CH2:32][CH2:31]1)[C:21]([NH:23][CH:24]([CH3:26])[CH3:25])=[O:22].[I-].C(C[P+](C)(C)C)#N.C(N(CC)C(C)C)(C)C. The catalyst is C(#N)CC. The product is [Cl:17][C:18]1[CH:19]=[C:20]([CH:27]=[CH:28][C:29]=1[N:30]1[CH2:31][CH2:32][N:33]([CH2:2][C:3]2[CH:12]=[N:11][C:10]3[N:9]4[CH2:13][CH2:14][CH2:15][C@H:8]4[C:7](=[O:16])[NH:6][C:5]=3[CH:4]=2)[CH2:34][CH2:35]1)[C:21]([NH:23][CH:24]([CH3:26])[CH3:25])=[O:22]. The yield is 0.554.